This data is from Forward reaction prediction with 1.9M reactions from USPTO patents (1976-2016). The task is: Predict the product of the given reaction. (1) Given the reactants [O:1]=[C:2]1[CH2:22][CH2:21][C:5]2([CH2:10][CH2:9][N:8](C(OCC3C=CC=CC=3)=O)[CH2:7][CH2:6]2)[CH:4]=[CH:3]1.[C:31](O[C:31]([O:33][C:34]([CH3:37])([CH3:36])[CH3:35])=[O:32])([O:33][C:34]([CH3:37])([CH3:36])[CH3:35])=[O:32], predict the reaction product. The product is: [O:1]=[C:2]1[CH2:22][CH2:21][C:5]2([CH2:6][CH2:7][N:8]([C:31]([O:33][C:34]([CH3:35])([CH3:36])[CH3:37])=[O:32])[CH2:9][CH2:10]2)[CH2:4][CH2:3]1. (2) Given the reactants [CH2:1]([C:3]1[CH:31]=[CH:30][C:6]([C:7]([N:9]2[CH2:29][CH2:28][C:12]3([C:17]4=[CH:18][CH:19]=[CH:20][N:16]4[C:15]4[CH:21]=[CH:22][C:23]([C:25](O)=[O:26])=[CH:24][C:14]=4[O:13]3)[CH2:11][CH2:10]2)=[O:8])=[CH:5][C:4]=1[O:32][CH3:33])[CH3:2].C(N(CC)CC)C.ClC(OCC(C)C)=O.[BH4-].[Na+], predict the reaction product. The product is: [CH2:1]([C:3]1[CH:31]=[CH:30][C:6]([C:7]([N:9]2[CH2:10][CH2:11][C:12]3([O:13][C:14]4[CH:24]=[C:23]([CH2:25][OH:26])[CH:22]=[CH:21][C:15]=4[N:16]4[CH:20]=[CH:19][CH:18]=[C:17]34)[CH2:28][CH2:29]2)=[O:8])=[CH:5][C:4]=1[O:32][CH3:33])[CH3:2]. (3) Given the reactants [C:1]1(/[C:7](/[C:17]#[N:18])=[C:8](/[C:11]2[CH:16]=[CH:15][CH:14]=[CH:13][CH:12]=2)\[C:9]#[N:10])[CH:6]=[CH:5][CH:4]=[CH:3][CH:2]=1.[NH2:19][C:20]1[CH:25]=[CH:24][CH:23]=[CH:22][N:21]=1.[Cl-].[Cl-].[Ca+2], predict the reaction product. The product is: [N:21]1[CH:22]=[CH:23][CH:24]=[CH:25][C:20]=1[N:18]=[C:17]1[C:7]([C:1]2[CH:2]=[CH:3][CH:4]=[CH:5][CH:6]=2)=[C:8]([C:11]2[CH:16]=[CH:15][CH:14]=[CH:13][CH:12]=2)[C:9](=[N:19][C:20]2[CH:25]=[CH:24][CH:23]=[CH:22][N:21]=2)[NH:10]1. (4) Given the reactants [CH:1]([C:3]1[CH:12]=[CH:11][C:6]([C:7]([O:9][CH3:10])=[O:8])=[CH:5][N:4]=1)=[CH2:2].C1C(=O)N(Br)C(=[O:16])C1.[OH-].[Na+].CC(=O)OCC, predict the reaction product. The product is: [O:16]1[CH2:2][CH:1]1[C:3]1[CH:12]=[CH:11][C:6]([C:7]([O:9][CH3:10])=[O:8])=[CH:5][N:4]=1. (5) Given the reactants [CH3:1][C:2]1([CH3:32])[O:7][C:6](=[O:8])[CH:5]([C:9](=O)[C@@H:10]([NH:22][C:23](=[O:29])[O:24][C:25]([CH3:28])([CH3:27])[CH3:26])[CH2:11][C:12]2[CH:13]=[N:14][C:15]([C:18]([F:21])([F:20])[F:19])=[CH:16][CH:17]=2)[C:4](=[O:31])[O:3]1.C(O)(=O)C.[BH4-].[Na+], predict the reaction product. The product is: [CH3:1][C:2]1([CH3:32])[O:3][C:4](=[O:31])[CH:5]([CH2:9][C@@H:10]([NH:22][C:23](=[O:29])[O:24][C:25]([CH3:27])([CH3:26])[CH3:28])[CH2:11][C:12]2[CH:13]=[N:14][C:15]([C:18]([F:19])([F:20])[F:21])=[CH:16][CH:17]=2)[C:6](=[O:8])[O:7]1. (6) Given the reactants [F:1][C:2]1([F:23])[CH2:6][N:5]([C:7]([C:9]2[N:10]=[C:11]([C:14]([NH:16][CH2:17][C:18]([OH:21])([CH3:20])[CH3:19])=[O:15])[S:12][CH:13]=2)=[O:8])[C@@H:4]([CH3:22])[CH2:3]1.Br[C:25]1[CH:30]=[CH:29][C:28]([C:31]([OH:40])([C:36]([F:39])([F:38])[F:37])[C:32]([F:35])([F:34])[F:33])=[CH:27][C:26]=1[CH3:41].C(O)(=O)C(C)(C)C.C([O-])([O-])=O.[K+].[K+], predict the reaction product. The product is: [F:23][C:2]1([F:1])[CH2:6][N:5]([C:7]([C:9]2[N:10]=[C:11]([C:14]([NH:16][CH2:17][C:18]([OH:21])([CH3:19])[CH3:20])=[O:15])[S:12][C:13]=2[C:25]2[CH:30]=[CH:29][C:28]([C:31]([OH:40])([C:36]([F:38])([F:39])[F:37])[C:32]([F:35])([F:33])[F:34])=[CH:27][C:26]=2[CH3:41])=[O:8])[C@@H:4]([CH3:22])[CH2:3]1. (7) The product is: [NH2:1][C@@H:2]([C:12]([NH:14][C@H:15]([C:20]([N:22]1[CH2:36][CH2:35][CH2:34][C@@H:23]1[C:24]([O:26][CH2:27][C:28]1[CH:29]=[CH:30][CH:31]=[CH:32][CH:33]=1)=[O:25])=[O:21])[C@H:16]([CH2:18][CH3:19])[CH3:17])=[O:13])[CH2:3][C:4]1[CH:9]=[CH:8][C:7]([O:10][CH3:11])=[CH:6][CH:5]=1.[F:47][C:46]([C:44]([OH:50])=[O:45])([F:49])[F:48]. Given the reactants [NH:1](C(OC(C)(C)C)=O)[C@@H:2]([C:12]([NH:14][C@H:15]([C:20]([N:22]1[CH2:36][CH2:35][CH2:34][C@@H:23]1[C:24]([O:26][CH2:27][C:28]1[CH:33]=[CH:32][CH:31]=[CH:30][CH:29]=1)=[O:25])=[O:21])[C@H:16]([CH2:18][CH3:19])[CH3:17])=[O:13])[CH2:3][C:4]1[CH:9]=[CH:8][C:7]([O:10][CH3:11])=[CH:6][CH:5]=1.[C:44]([OH:50])([C:46]([F:49])([F:48])[F:47])=[O:45], predict the reaction product. (8) Given the reactants [N+:1]([C:4]1[CH:9]=[CH:8][C:7]([C:10]2[CH:15]=[CH:14][C:13]([C:16]([F:19])([F:18])[F:17])=[CH:12][CH:11]=2)=[CH:6][C:5]=1[S:20][CH2:21][CH2:22][C:23]([O:25][CH3:26])=[O:24])([O-])=O, predict the reaction product. The product is: [NH2:1][C:4]1[CH:9]=[CH:8][C:7]([C:10]2[CH:11]=[CH:12][C:13]([C:16]([F:17])([F:18])[F:19])=[CH:14][CH:15]=2)=[CH:6][C:5]=1[S:20][CH2:21][CH2:22][C:23]([O:25][CH3:26])=[O:24].